The task is: Regression. Given a peptide amino acid sequence and an MHC pseudo amino acid sequence, predict their binding affinity value. This is MHC class I binding data.. This data is from Peptide-MHC class I binding affinity with 185,985 pairs from IEDB/IMGT. (1) The MHC is HLA-A68:02 with pseudo-sequence HLA-A68:02. The binding affinity (normalized) is 0.662. The peptide sequence is TVFFVLMMLV. (2) The peptide sequence is KVFFVNWFR. The MHC is HLA-A02:03 with pseudo-sequence HLA-A02:03. The binding affinity (normalized) is 0.543. (3) The peptide sequence is QASQEVKNW. The MHC is HLA-B40:01 with pseudo-sequence HLA-B40:01. The binding affinity (normalized) is 0.